Dataset: Full USPTO retrosynthesis dataset with 1.9M reactions from patents (1976-2016). Task: Predict the reactants needed to synthesize the given product. (1) Given the product [O:1]1[CH:5]=[CH:4][CH:3]=[C:2]1[C:6](=[O:10])[C:7]([NH:15][C:16]1[CH:17]=[CH:18][C:19]2[C:24](=[O:25])[O:23][N:22]=[C:21]([CH3:26])[C:20]=2[CH:27]=1)=[O:9], predict the reactants needed to synthesize it. The reactants are: [O:1]1[CH:5]=[CH:4][CH:3]=[C:2]1[C:6](=[O:10])[C:7]([OH:9])=O.S(Cl)(Cl)=O.[NH2:15][C:16]1[CH:17]=[CH:18][C:19]2[C:24](=[O:25])[O:23][N:22]=[C:21]([CH3:26])[C:20]=2[CH:27]=1. (2) The reactants are: [H-].[Na+].[O:3]1[C:7]2[CH:8]=[CH:9][CH:10]=[CH:11][C:6]=2[CH2:5][CH:4]1[CH:12]1[C:24]2[NH:23][C:22]3[C:17](=[CH:18][CH:19]=[CH:20][CH:21]=3)[C:16]=2[CH2:15][CH2:14][N:13]1[C:25]1[N:30]=[CH:29][C:28]([C:31]2[CH:36]=[CH:35][C:34]([O:37][CH3:38])=[CH:33][CH:32]=2)=[CH:27][N:26]=1.CN(C=[O:43])C. Given the product [CH3:38][O:37][C:34]1[CH:35]=[CH:36][C:31]([C:28]2[CH:27]=[N:26][C:25]([N:13]3[CH2:14][C:15]4[C:16](=[O:43])[C:17]5[CH:18]=[CH:19][CH:20]=[CH:21][C:22]=5[NH:23][C:24]=4[CH:12]3[CH:4]3[CH2:5][CH:6]4[CH2:11][CH:10]=[CH:9][CH:8]=[C:7]4[O:3]3)=[N:30][CH:29]=2)=[CH:32][CH:33]=1, predict the reactants needed to synthesize it. (3) Given the product [Cl:16][C:17]1[CH:22]=[CH:21][C:20]([S:23]([NH:13][C:10]2[CH:11]=[CH:12][C:3]([C:2]([F:1])([F:14])[F:15])=[C:4]3[C:9]=2[N:8]=[CH:7][CH:6]=[CH:5]3)(=[O:25])=[O:24])=[C:19]([N+:27]([O-:29])=[O:28])[CH:18]=1, predict the reactants needed to synthesize it. The reactants are: [F:1][C:2]([F:15])([F:14])[C:3]1[CH:12]=[CH:11][C:10]([NH2:13])=[C:9]2[C:4]=1[CH:5]=[CH:6][CH:7]=[N:8]2.[Cl:16][C:17]1[CH:22]=[CH:21][C:20]([S:23](Cl)(=[O:25])=[O:24])=[C:19]([N+:27]([O-:29])=[O:28])[CH:18]=1.N1C=CC=CC=1. (4) Given the product [C:1]([CH2:23][C:24]1[CH:25]=[C:26]([CH:34]=[CH:35][CH:36]=1)[C:27]([O:29][C:30]([CH3:33])([CH3:32])[CH3:31])=[O:28])#[N:2], predict the reactants needed to synthesize it. The reactants are: [C-:1]#[N:2].[K+].O1CCOCCOCCOCCOCCOCC1.Cl[CH2:23][C:24]1[CH:25]=[C:26]([CH:34]=[CH:35][CH:36]=1)[C:27]([O:29][C:30]([CH3:33])([CH3:32])[CH3:31])=[O:28].